Dataset: Forward reaction prediction with 1.9M reactions from USPTO patents (1976-2016). Task: Predict the product of the given reaction. (1) Given the reactants [NH2:1][C:2]1[CH:7]=[CH:6][C:5]([S:8][C:9]2[CH:14]=[CH:13][C:12]([NH:15][C:16](=[O:24])[C:17]3[CH:22]=[CH:21][C:20]([F:23])=[CH:19][CH:18]=3)=[CH:11][C:10]=2[N+:25]([O-:27])=[O:26])=[CH:4][CH:3]=1.N1C=CC=CC=1.Cl[C:35]([O:37][CH2:38][C:39]([Cl:42])([Cl:41])[Cl:40])=[O:36].O, predict the reaction product. The product is: [Cl:40][C:39]([Cl:42])([Cl:41])[CH2:38][O:37][C:35](=[O:36])[NH:1][C:2]1[CH:7]=[CH:6][C:5]([S:8][C:9]2[CH:14]=[CH:13][C:12]([NH:15][C:16](=[O:24])[C:17]3[CH:22]=[CH:21][C:20]([F:23])=[CH:19][CH:18]=3)=[CH:11][C:10]=2[N+:25]([O-:27])=[O:26])=[CH:4][CH:3]=1. (2) The product is: [CH2:1]([O:8][C@H:9]1[C@H:14]([O:15][CH2:16][C:17]2[CH:22]=[CH:21][CH:20]=[CH:19][CH:18]=2)[C@H:13]([O:23][CH2:24][C:25]2[CH:26]=[CH:27][CH:28]=[CH:29][CH:30]=2)[C@H:12]([CH3:31])[O:11][C@H:10]1[CH2:32][CH2:33][CH:34]=[O:35])[C:2]1[CH:7]=[CH:6][CH:5]=[CH:4][CH:3]=1. Given the reactants [CH2:1]([O:8][C@H:9]1[C@H:14]([O:15][CH2:16][C:17]2[CH:22]=[CH:21][CH:20]=[CH:19][CH:18]=2)[C@H:13]([O:23][CH2:24][C:25]2[CH:30]=[CH:29][CH:28]=[CH:27][CH:26]=2)[C@H:12]([CH3:31])[O:11][C@H:10]1[CH2:32][CH2:33][CH2:34][OH:35])[C:2]1[CH:7]=[CH:6][CH:5]=[CH:4][CH:3]=1.CC(OI1(OC(C)=O)(OC(C)=O)OC(=O)C2C=CC=CC1=2)=O, predict the reaction product. (3) Given the reactants [N:1]1[C:10]2[C:5](=[N:6][CH:7]=[CH:8][N:9]=2)[C:4](=O)[NH:3][CH:2]=1.P(Cl)(Cl)([Cl:14])=O.S(Cl)(Cl)=O, predict the reaction product. The product is: [Cl:14][C:2]1[N:3]=[CH:4][C:5]2[C:10](=[N:9][CH:8]=[CH:7][N:6]=2)[N:1]=1. (4) Given the reactants [C:1]1([CH:11]([NH:13][CH:14]2[CH2:18][CH2:17][CH:16]([C:19]3[CH:31]=[CH:30][C:22]([O:23][CH:24]4[CH2:28][CH2:27][O:26][C:25]4=[O:29])=[CH:21][CH:20]=3)[CH2:15]2)[CH3:12])[C:10]2[C:5](=[CH:6][CH:7]=[CH:8][CH:9]=2)[CH:4]=[CH:3][CH:2]=1.C1([C@H](N[C@H]2CC[C@@H](C3C=CC([O:54]C4CCOC4=O)=CC=3)C2)C)C2C(=CC=CC=2)C=CC=1, predict the reaction product. The product is: [OH:26][CH2:27][CH2:28][CH:24]([O:23][C:22]1[CH:21]=[CH:20][C:19]([C@@H:16]2[CH2:17][CH2:18][C@H:14]([NH:13][C@@H:11]([C:1]3[C:2]4[C:7](=[CH:6][CH:5]=[CH:4][CH:3]=4)[CH:8]=[CH:9][CH:10]=3)[CH3:12])[CH2:15]2)=[CH:31][CH:30]=1)[C:25]([OH:29])=[O:54]. (5) The product is: [CH3:28][O:25][CH2:24][C:22]1[S:23][C:19]([C:17]2[C:16]3[CH2:15][CH2:14][CH2:13][CH2:12][C:11]=3[N:10]=[C:9]([O:8][CH2:7][C:2]3[CH:3]=[CH:4][CH:5]=[CH:6][N:1]=3)[CH:18]=2)=[CH:20][N:21]=1. Given the reactants [N:1]1[CH:6]=[CH:5][CH:4]=[CH:3][C:2]=1[CH2:7][O:8][C:9]1[CH:18]=[C:17]([C:19]2[S:23][C:22]([CH2:24][OH:25])=[N:21][CH:20]=2)[C:16]2[CH2:15][CH2:14][CH2:13][CH2:12][C:11]=2[N:10]=1.[H-].[Na+].[CH3:28]I, predict the reaction product. (6) The product is: [CH:12]([C:15]1[N:19]2[CH2:20][CH2:21][N:22]([C:2]3[CH:11]=[CH:10][CH:9]=[C:8]4[C:3]=3[CH:4]=[CH:5][N:6]=[CH:7]4)[CH2:23][C:18]2=[N:17][N:16]=1)([CH3:14])[CH3:13]. Given the reactants Br[C:2]1[CH:11]=[CH:10][CH:9]=[C:8]2[C:3]=1[CH:4]=[CH:5][N:6]=[CH:7]2.[CH:12]([C:15]1[N:19]2[CH2:20][CH2:21][NH:22][CH2:23][C:18]2=[N:17][N:16]=1)([CH3:14])[CH3:13].CC(C)([O-])C.[Na+], predict the reaction product. (7) Given the reactants C[O:2][C:3]([C:5]1[S:6][CH:7]=[CH:8][C:9]=1[N:10]1[C:14](=[O:15])[NH:13][C:12]([CH:16]([NH:30][C:31]2[CH:36]=[CH:35][C:34]([C:37]#[N:38])=[C:33]([CH2:39][NH:40]C(OC(C)(C)C)=O)[CH:32]=2)[C:17]2[CH:22]=[C:21]([CH2:23][CH3:24])[CH:20]=[C:19]([O:25][CH2:26][CH2:27][OH:28])[C:18]=2[F:29])=[N:11]1)=[O:4].CO.C1COCC1.[OH-].[Na+], predict the reaction product. The product is: [CH2:23]([C:21]1[CH:20]=[C:19]([O:25][CH2:26][CH2:27][OH:28])[C:18]([F:29])=[C:17]([CH:16]([NH:30][C:31]2[CH:32]=[C:33]3[C:34](=[CH:35][CH:36]=2)[C:37](=[NH:38])[NH:40][CH2:39]3)[C:12]2[NH:13][C:14](=[O:15])[N:10]([C:9]3[CH:8]=[CH:7][S:6][C:5]=3[C:3]([OH:2])=[O:4])[N:11]=2)[CH:22]=1)[CH3:24].